Dataset: Reaction yield outcomes from USPTO patents with 853,638 reactions. Task: Predict the reaction yield, written as a fraction of the theoretical maximum amount of product (1.0 means a 100% yield; for example, 0.34 means a 34% yield). (1) The reactants are Cl.[Cl:2][C:3]1[CH:22]=[CH:21][C:6]([O:7][C:8]2[CH:9]=[C:10]([CH:18]=[CH:19][CH:20]=2)[CH2:11][N:12]2[CH2:17][CH2:16][NH:15][CH2:14][CH2:13]2)=[CH:5][CH:4]=1.C(N(C(C)C)CC)(C)C.C1([O:38][C:39](=O)[NH:40][C:41]2[N:45]3[N:46]=[CH:47][CH:48]=[CH:49][C:44]3=[N:43][CH:42]=2)C=CC=CC=1. The catalyst is CS(C)=O.CCOC(C)=O. The product is [N:43]1[CH:42]=[C:41]([NH:40][C:39]([N:15]2[CH2:16][CH2:17][N:12]([CH2:11][C:10]3[CH:18]=[CH:19][CH:20]=[C:8]([O:7][C:6]4[CH:21]=[CH:22][C:3]([Cl:2])=[CH:4][CH:5]=4)[CH:9]=3)[CH2:13][CH2:14]2)=[O:38])[N:45]2[C:44]=1[CH:49]=[CH:48][CH:47]=[N:46]2. The yield is 0.870. (2) The reactants are [Cl:1][C:2]1[CH:26]=[CH:25][C:5]2[S:6][CH:7]=[C:8]([CH2:9][N:10]3[CH2:14][CH2:13][N:12]([C:15]4[S:16][C:17]([C:21]([OH:23])=O)=[C:18]([CH3:20])[N:19]=4)[C:11]3=[O:24])[C:4]=2[CH:3]=1.ON1C2C=CC=CC=2N=N1.CN(C)CCCN=C=NCC.C(N(C(C)C)CC)(C)C.[NH2:57][CH2:58][C:59]1[CH:60]=[N:61][CH:62]=[CH:63][CH:64]=1. The catalyst is CN(C)C=O. The product is [Cl:1][C:2]1[CH:26]=[CH:25][C:5]2[S:6][CH:7]=[C:8]([CH2:9][N:10]3[CH2:14][CH2:13][N:12]([C:15]4[S:16][C:17]([C:21]([NH:57][CH2:58][C:59]5[CH:60]=[N:61][CH:62]=[CH:63][CH:64]=5)=[O:23])=[C:18]([CH3:20])[N:19]=4)[C:11]3=[O:24])[C:4]=2[CH:3]=1. The yield is 0.450. (3) The catalyst is C(O)(=O)C. The yield is 0.830. The reactants are [I:1]Cl.[Br:3][C:4]1[N:12]=[CH:11][C:10]2[NH:9][C:8]3[N:13]=[CH:14][CH:15]=[CH:16][C:7]=3[C:6]=2[CH:5]=1.C([O-])(=O)C.[Na+].S(S([O-])=O)([O-])(=O)=O.[Na+].[Na+]. The product is [Br:3][C:4]1[N:12]=[CH:11][C:10]2[NH:9][C:8]3[N:13]=[CH:14][C:15]([I:1])=[CH:16][C:7]=3[C:6]=2[CH:5]=1. (4) The reactants are [NH2:1][CH:2]([CH2:6][CH:7]1[CH2:13][CH2:12][CH2:11][CH2:10][CH2:9][CH2:8]1)[C:3]([OH:5])=[O:4].[C:14](#N)[CH3:15]. No catalyst specified. The product is [CH:7]1([CH2:6][CH:2]([N:1]2[CH2:15][C:14]3[C:2](=[CH:6][CH:7]=[CH:8][CH:9]=3)[C:3]2=[O:4])[C:3]([OH:5])=[O:4])[CH2:13][CH2:12][CH2:11][CH2:10][CH2:9][CH2:8]1. The yield is 0.820. (5) The reactants are [F:1][C:2]1[CH:7]=[CH:6][C:5]([N:8]2[CH:13]=[CH:12][C:11]3=[N:14][C:15]([CH2:17][O:18][C:19]4[CH:20]=[C:21]([CH3:25])[CH:22]=[CH:23][CH:24]=4)=[CH:16][N:10]3[C:9]2=[O:26])=[CH:4][CH:3]=1. The catalyst is [Ni].CO. The product is [F:1][C:2]1[CH:7]=[CH:6][C:5]([N:8]2[CH2:13][CH2:12][C:11]3=[N:14][C:15]([CH2:17][O:18][C:19]4[CH:20]=[C:21]([CH3:25])[CH:22]=[CH:23][CH:24]=4)=[CH:16][N:10]3[C:9]2=[O:26])=[CH:4][CH:3]=1. The yield is 0.480. (6) The reactants are [OH-].[Na+].[NH:3]1[C:11]2[C:6](=[CH:7][CH:8]=[CH:9][CH:10]=2)[CH:5]=[CH:4]1.[Cl:12][CH2:13][CH2:14]Cl. The catalyst is S([O-])(O)(=O)=O.C([N+](CCCC)(CCCC)CCCC)CCC. The product is [Cl:12][CH2:13][CH2:14][N:3]1[C:11]2[C:6](=[CH:7][CH:8]=[CH:9][CH:10]=2)[CH:5]=[CH:4]1. The yield is 0.240. (7) The product is [CH3:1][S:2]([C:5]1[CH:10]=[CH:9][C:8]([NH:11][C:12]2[N:13]=[CH:14][N:15]=[C:16]([O:21][CH:22]3[CH2:27][CH2:26][N:25]([CH2:29][C:30](=[O:35])[C:31]([CH3:34])([CH3:33])[CH3:32])[CH2:24][CH2:23]3)[C:17]=2[N+:18]([O-:20])=[O:19])=[CH:7][CH:6]=1)(=[O:4])=[O:3]. The catalyst is CN(C=O)C. The yield is 0.250. The reactants are [CH3:1][S:2]([C:5]1[CH:10]=[CH:9][C:8]([NH:11][C:12]2[C:17]([N+:18]([O-:20])=[O:19])=[C:16]([O:21][CH:22]3[CH2:27][CH2:26][NH:25][CH2:24][CH2:23]3)[N:15]=[CH:14][N:13]=2)=[CH:7][CH:6]=1)(=[O:4])=[O:3].Br[CH2:29][C:30](=[O:35])[C:31]([CH3:34])([CH3:33])[CH3:32].C(N(CC)CC)C. (8) The reactants are C[O:2][C:3](=[O:37])[CH:4]([NH:8][S:9]([C:12]1[CH:17]=[CH:16][C:15]([C:18]2[CH:23]=[CH:22][C:21]([CH2:24][O:25][C:26]3[C:35]([CH3:36])=[CH:34][C:33]4[C:28](=[CH:29][CH:30]=[CH:31][CH:32]=4)[N:27]=3)=[CH:20][CH:19]=2)=[CH:14][CH:13]=1)(=[O:11])=[O:10])[CH:5]([CH3:7])[CH3:6].CO.[OH-].[Na+]. The catalyst is C1COCC1. The product is [CH3:6][CH:5]([CH3:7])[CH:4]([NH:8][S:9]([C:12]1[CH:17]=[CH:16][C:15]([C:18]2[CH:23]=[CH:22][C:21]([CH2:24][O:25][C:26]3[C:35]([CH3:36])=[CH:34][C:33]4[C:28](=[CH:29][CH:30]=[CH:31][CH:32]=4)[N:27]=3)=[CH:20][CH:19]=2)=[CH:14][CH:13]=1)(=[O:10])=[O:11])[C:3]([OH:37])=[O:2]. The yield is 0.763.